From a dataset of Forward reaction prediction with 1.9M reactions from USPTO patents (1976-2016). Predict the product of the given reaction. (1) Given the reactants C[O:2][C:3](=O)[CH2:4][C:5]1[CH:10]=[C:9]([O:11][CH2:12][C:13]2[CH:18]=[CH:17][C:16]([F:19])=[CH:15][CH:14]=2)[CH:8]=[CH:7][C:6]=1[CH2:20][NH:21][C@H:22]([C:24](=[O:26])[NH2:25])[CH3:23], predict the reaction product. The product is: [F:19][C:16]1[CH:15]=[CH:14][C:13]([CH2:12][O:11][C:9]2[CH:10]=[C:5]3[C:6](=[CH:7][CH:8]=2)[CH2:20][N:21]([C@@H:22]([CH3:23])[C:24]([NH2:25])=[O:26])[C:3](=[O:2])[CH2:4]3)=[CH:18][CH:17]=1. (2) Given the reactants CCN(CC)CC.C1C=CC2N(O)N=NC=2C=1.Cl.[NH2:19][CH:20]1[CH2:29][C:28]2[C:23](=[CH:24][CH:25]=[C:26]([F:30])[CH:27]=2)[NH:22][C:21]1=O.CCN=C=NCCCN(C)C.Cl[C:44]1[S:54][C:47]2[NH:48][C:49]([C:51](O)=[O:52])=[CH:50][C:46]=2[CH:45]=1, predict the reaction product. The product is: [F:30][C:26]1[CH:27]=[C:28]2[C:23](=[CH:24][CH:25]=1)[NH:22][CH2:21][CH:20]([NH:19][C:51]([C:49]1[NH:48][C:47]3[S:54][CH:44]=[CH:45][C:46]=3[CH:50]=1)=[O:52])[CH2:29]2.